Dataset: Full USPTO retrosynthesis dataset with 1.9M reactions from patents (1976-2016). Task: Predict the reactants needed to synthesize the given product. (1) Given the product [C:9]1([C@H:20]2[C@H:20]([C:15]3[CH:16]=[CH:17][CH:18]=[CH:19][C:14]=3[F:13])[C:21](=[O:22])[NH:23][C:21]2=[O:22])[C:3]2=[C:4]3[C:5](=[CH:6][CH:7]=[CH:2]2)[CH2:19][CH2:14][CH2:15][N:12]3[CH:10]=1, predict the reactants needed to synthesize it. The reactants are: Cl[C:2]1[CH:7]=[C:6](F)[CH:5]=[CH:4][C:3]=1[CH2:9][C:10]([NH2:12])=O.[F:13][C:14]1[CH:19]=[CH:18][CH:17]=[CH:16][C:15]=1[CH2:20][C:21]([NH2:23])=[O:22]. (2) Given the product [I:33][CH:16]1[C:8]2[C:9](=[N:10][C:11]([CH3:13])=[CH:12][CH:7]=2)[N:14]([C:17]2[CH:22]=[CH:21][C:20]([O:23][CH3:24])=[CH:19][C:18]=2[CH3:25])[CH2:15]1, predict the reactants needed to synthesize it. The reactants are: FC(F)(F)S(O[C:7]1[CH:12]=[C:11]([CH3:13])[N:10]=[C:9]2[N:14]([C:17]3[CH:22]=[CH:21][C:20]([O:23][CH3:24])=[CH:19][C:18]=3[CH3:25])[CH2:15][CH2:16][C:8]=12)(=O)=O.CS(O)(=O)=O.[I-:33].[K+]. (3) Given the product [F:30][C:4]1[CH:3]=[C:2]([S:33]([CH3:32])(=[O:35])=[O:34])[CH:29]=[CH:28][C:5]=1[CH2:6][O:7][C:8]1[CH:9]=[N:10][C:11]([N:14]2[CH2:19][CH2:18][N:17]([C:20]([O:22][C:23]([CH3:26])([CH3:25])[CH3:24])=[O:21])[CH2:16][C@H:15]2[CH3:27])=[N:12][CH:13]=1, predict the reactants needed to synthesize it. The reactants are: Br[C:2]1[CH:29]=[CH:28][C:5]([CH2:6][O:7][C:8]2[CH:9]=[N:10][C:11]([N:14]3[CH2:19][CH2:18][N:17]([C:20]([O:22][C:23]([CH3:26])([CH3:25])[CH3:24])=[O:21])[CH2:16][C@H:15]3[CH3:27])=[N:12][CH:13]=2)=[C:4]([F:30])[CH:3]=1.[Na+].[CH3:32][S:33]([O-:35])=[O:34].N1CCC[C@H]1C(O)=O.[OH-].[Na+]. (4) Given the product [CH3:21][O:14][C:12]([CH:13]1[CH:7]([C:17](=[O:20])[CH3:18])[CH2:6][CH2:5][C:3]1=[O:2])=[O:15], predict the reactants needed to synthesize it. The reactants are: C[O:2][C:3]([C:5]12CC1C[CH2:7][C:6]2=O)=O.[C:12]([O-:15])(=[O:14])[CH3:13].[K+].[C:17]([OH:20])(=O)[CH3:18].[CH3:21]S(C)=O.